From a dataset of Forward reaction prediction with 1.9M reactions from USPTO patents (1976-2016). Predict the product of the given reaction. (1) The product is: [CH:37]12[CH2:43][CH:40]([CH2:39][CH2:38]1)[CH2:41][CH:42]2[N:10]1[C:11]2[C:12](=[N:13][C:14]([Cl:17])=[CH:15][CH:16]=2)[N:18]([C:19]2[CH:24]=[CH:23][C:22]([CH3:25])=[CH:21][CH:20]=2)[C:9]1=[O:8].[CH:1]12[CH2:7][CH:4]([CH2:5][CH2:6]1)[CH2:3][CH:2]2[O:8][C:9]1[N:18]([C:19]2[CH:20]=[CH:21][C:22]([CH3:25])=[CH:23][CH:24]=2)[C:12]2=[N:13][C:14]([Cl:17])=[CH:15][CH:16]=[C:11]2[N:10]=1. Given the reactants [CH:1]12[CH2:7][CH:4]([CH2:5][CH2:6]1)[CH2:3][CH:2]2[O:8][C:9]1[N:18]([C:19]2[CH:24]=[CH:23][C:22]([CH3:25])=[CH:21][CH:20]=2)[C:12]2=[N:13][C:14]([Cl:17])=[CH:15][CH:16]=[C:11]2[N:10]=1.ClC1N=C2N([C:37]3[CH:42]=[CH:41][C:40]([CH3:43])=[CH:39][CH:38]=3)C(=O)NC2=CC=1.C1C2CC(Br)C(C2)C1.C([O-])([O-])=O.[Cs+].[Cs+], predict the reaction product. (2) Given the reactants [C:1]1([CH2:7][O:8][C:9]([NH:11][CH2:12][C:13]2[CH:21]=[CH:20][C:16]([C:17]([OH:19])=O)=[CH:15][CH:14]=2)=[O:10])[CH:6]=[CH:5][CH:4]=[CH:3][CH:2]=1.C1C=C[C:25]2[N:30]([OH:31])N=NC=2C=1.[CH3:32]CN(C(C)C)C(C)C.C(Cl)CCl.Cl.COCN, predict the reaction product. The product is: [CH3:32][O:31][N:30]([CH3:25])[C:17]([C:16]1[CH:15]=[CH:14][C:13]([CH2:12][NH:11][C:9]([O:8][CH2:7][C:1]2[CH:2]=[CH:3][CH:4]=[CH:5][CH:6]=2)=[O:10])=[CH:21][CH:20]=1)=[O:19]. (3) Given the reactants [OH-].[K+].[F:3][C:4]1[CH:12]=[C:11]2[C:7]([CH:8]=[CH:9][NH:10]2)=[CH:6][CH:5]=1.O.Cl.[NH:15]1[CH2:20][CH2:19][CH2:18][CH2:17][C:16]1=O, predict the reaction product. The product is: [F:3][C:4]1[CH:12]=[C:11]2[C:7]([C:8]([C:18]3[CH2:19][CH2:20][NH:15][CH2:16][CH:17]=3)=[CH:9][NH:10]2)=[CH:6][CH:5]=1. (4) The product is: [NH2:24][C:21]1[CH:22]=[CH:23][C:18]([C:16]2[CH:15]=[CH:14][C:13]3[N:12]([N:11]=[C:10]([NH:9][C:4]4[CH:5]=[CH:6][CH:7]=[CH:8][C:3]=4[O:2][CH3:1])[N:32]=3)[CH:17]=2)=[CH:19][CH:20]=1. Given the reactants [CH3:1][O:2][C:3]1[CH:8]=[CH:7][CH:6]=[CH:5][C:4]=1[NH:9][C:10]1[N:32]=[C:13]2[CH:14]=[CH:15][C:16]([C:18]3[CH:23]=[CH:22][C:21]([NH:24]C(=O)OC(C)(C)C)=[CH:20][CH:19]=3)=[CH:17][N:12]2[N:11]=1.COC1C=CC=C(OC)C=1.C(O)(C(F)(F)F)=O.C(=O)([O-])[O-].[K+].[K+], predict the reaction product. (5) Given the reactants [C:1]([NH2:9])(=[O:8])[C:2]1[CH:7]=[CH:6][CH:5]=[CH:4][CH:3]=1.Br[CH2:11][C:12](=O)[C:13]([O:15][CH2:16][CH3:17])=[O:14], predict the reaction product. The product is: [CH2:16]([O:15][C:13]([C:12]1[N:9]=[C:1]([C:2]2[CH:7]=[CH:6][CH:5]=[CH:4][CH:3]=2)[O:8][CH:11]=1)=[O:14])[CH3:17]. (6) Given the reactants [F:1][C:2]1[CH:7]=[CH:6][C:5]([C:8]2[CH:9]=[C:10]([C:18]([S:21]([CH3:24])(=[O:23])=[O:22])([CH3:20])[CH3:19])[CH:11]=[C:12]3[C:17]=2[N:16]=[CH:15][CH:14]=[CH:13]3)=[CH:4][C:3]=1[CH2:25][OH:26], predict the reaction product. The product is: [F:1][C:2]1[CH:7]=[CH:6][C:5]([C:8]2[CH:9]=[C:10]([C:18]([S:21]([CH3:24])(=[O:23])=[O:22])([CH3:19])[CH3:20])[CH:11]=[C:12]3[C:17]=2[N:16]=[CH:15][CH:14]=[CH:13]3)=[CH:4][C:3]=1[CH:25]=[O:26]. (7) Given the reactants Br[C:2]1[C:7]([C:8]([F:11])([F:10])[F:9])=[CH:6][C:5]([NH:12][C:13]2[N:17]=[C:16]([NH2:18])[NH:15][N:14]=2)=[CH:4][C:3]=1[Cl:19].CN1[C:22]([CH3:46])([CH3:45])[CH2:23]C(SC2C=CC(B3O[C:23](C)(C)[C:22]([CH3:46])([CH3:45])O3)=CC=2)[CH2:23][C:22]1([CH3:46])[CH3:45].C([C:51]1[C:56](B(O)O)=[CH:55][CH:54]=[CH:53][C:52]=1[S:60]([NH2:63])(=[O:62])=[O:61])(C)(C)C.C([O-])([O-])=O.[K+].[K+], predict the reaction product. The product is: [NH2:18][C:16]1[NH:15][N:14]=[C:13]([NH:12][C:5]2[CH:6]=[C:7]([C:8]([F:11])([F:10])[F:9])[C:2]([C:54]3[CH:55]=[CH:56][CH:51]=[C:52]([S:60]([NH:63][C:22]([CH3:46])([CH3:45])[CH3:23])(=[O:61])=[O:62])[CH:53]=3)=[C:3]([Cl:19])[CH:4]=2)[N:17]=1.